Dataset: Peptide-MHC class II binding affinity with 134,281 pairs from IEDB. Task: Regression. Given a peptide amino acid sequence and an MHC pseudo amino acid sequence, predict their binding affinity value. This is MHC class II binding data. The peptide sequence is RIDTPEVLKGPFTVR. The MHC is HLA-DQA10104-DQB10503 with pseudo-sequence HLA-DQA10104-DQB10503. The binding affinity (normalized) is 0.